Dataset: Full USPTO retrosynthesis dataset with 1.9M reactions from patents (1976-2016). Task: Predict the reactants needed to synthesize the given product. Given the product [C:9]([O-:11])(=[O:10])[CH:8]=[CH:7][C:4]1[CH:5]=[CH:6][CH:1]=[CH:2][CH:3]=1.[K+:12], predict the reactants needed to synthesize it. The reactants are: [CH:1]1[CH:2]=[CH:3][C:4](/[CH:7]=[CH:8]/[CH2:9][OH:10])=[CH:5][CH:6]=1.[OH-:11].[K+:12].